From a dataset of Full USPTO retrosynthesis dataset with 1.9M reactions from patents (1976-2016). Predict the reactants needed to synthesize the given product. (1) Given the product [CH2:1]([O:3][C:4]([C:6]1[C:7]([CH:24]2[CH2:28][CH2:27][CH2:26][CH2:25]2)=[N:8][C:9]2[C:14]([C:15]=1[C:16]1[CH:21]=[CH:20][CH:19]=[CH:18][CH:17]=1)=[CH:13][C:12]([Cl:22])=[CH:11][CH:10]=2)=[O:5])[CH3:2], predict the reactants needed to synthesize it. The reactants are: [CH2:1]([O:3][C:4]([C:6]1[C:7](Cl)=[N:8][C:9]2[C:14]([C:15]=1[C:16]1[CH:21]=[CH:20][CH:19]=[CH:18][CH:17]=1)=[CH:13][C:12]([Cl:22])=[CH:11][CH:10]=2)=[O:5])[CH3:2].[CH:24]1([Mg]Br)[CH2:28][CH2:27][CH2:26][CH2:25]1. (2) Given the product [Cl:21][C:15]1[CH:16]=[C:17]([Cl:20])[CH:18]=[CH:19][C:14]=1[CH:12]([CH3:13])[C:11]([C:8]1[CH:9]=[CH:10][N:5]([CH2:4][C:3]([OH:28])=[O:2])[C:6](=[O:27])[CH:7]=1)([OH:26])[C:22]([F:23])([F:24])[F:25], predict the reactants needed to synthesize it. The reactants are: C[O:2][C:3](=[O:28])[CH2:4][N:5]1[CH:10]=[CH:9][C:8]([C:11]([OH:26])([C:22]([F:25])([F:24])[F:23])[CH:12]([C:14]2[CH:19]=[CH:18][C:17]([Cl:20])=[CH:16][C:15]=2[Cl:21])[CH3:13])=[CH:7][C:6]1=[O:27].[OH-].[Na+].Cl. (3) Given the product [CH2:18]([O:9][C:8]1[C:3]([CH2:2][OH:1])=[N:4][C:5]([CH3:10])=[CH:6][CH:7]=1)[CH3:19], predict the reactants needed to synthesize it. The reactants are: [OH:1][CH2:2][C:3]1[C:8]([OH:9])=[CH:7][CH:6]=[C:5]([CH3:10])[N:4]=1.C([O-])([O-])=O.[K+].[K+].I[CH2:18][CH3:19].O. (4) Given the product [CH3:27][N:28]1[CH2:33][CH2:32][N:31]([C:2]2[O:6][C:5]3[CH:7]=[C:8]([O:11][CH3:12])[CH:9]=[CH:10][C:4]=3[C:3]=2[C:13](=[O:26])[C:14]2[CH:19]=[C:18]([O:20][CH3:21])[C:17]([O:22][CH3:23])=[C:16]([O:24][CH3:25])[CH:15]=2)[CH2:30][CH2:29]1, predict the reactants needed to synthesize it. The reactants are: Br[C:2]1[O:6][C:5]2[CH:7]=[C:8]([O:11][CH3:12])[CH:9]=[CH:10][C:4]=2[C:3]=1[C:13](=[O:26])[C:14]1[CH:19]=[C:18]([O:20][CH3:21])[C:17]([O:22][CH3:23])=[C:16]([O:24][CH3:25])[CH:15]=1.[CH3:27][N:28]1[CH2:33][CH2:32][NH:31][CH2:30][CH2:29]1. (5) Given the product [P:43]([O:30][CH2:31][N:12]1[CH:13]=[CH:14][C:9]([NH:8][C:6](=[O:7])[C:5]2[CH:16]=[CH:17][C:2]([Cl:1])=[CH:3][C:4]=2[O:18][C:19]2[CH:24]=[CH:23][C:22]([F:25])=[CH:21][C:20]=2[CH3:26])=[CH:10][C:11]1=[O:15])([O:42][C:38]([CH3:41])([CH3:40])[CH3:39])([O:45][C:46]([CH3:47])([CH3:48])[CH3:49])=[O:44], predict the reactants needed to synthesize it. The reactants are: [Cl:1][C:2]1[CH:17]=[CH:16][C:5]([C:6]([NH:8][C:9]2[CH:14]=[CH:13][NH:12][C:11](=[O:15])[CH:10]=2)=[O:7])=[C:4]([O:18][C:19]2[CH:24]=[CH:23][C:22]([F:25])=[CH:21][C:20]=2[CH3:26])[CH:3]=1.ClC([O:30][CH2:31]Cl)=O.CN(C=O)C.[C:38]([O:42][P:43](O[K])([O:45][C:46]([CH3:49])([CH3:48])[CH3:47])=[O:44])([CH3:41])([CH3:40])[CH3:39]. (6) Given the product [C:1]([O:5][C:6](=[O:16])[C:7]1[CH:12]=[CH:11][C:10]([CH:13]=[N:18][OH:19])=[CH:9][C:8]=1[CH3:15])([CH3:4])([CH3:3])[CH3:2], predict the reactants needed to synthesize it. The reactants are: [C:1]([O:5][C:6](=[O:16])[C:7]1[CH:12]=[CH:11][C:10]([CH:13]=O)=[CH:9][C:8]=1[CH3:15])([CH3:4])([CH3:3])[CH3:2].Cl.[NH2:18][OH:19].C(=O)([O-])O.[Na+]. (7) Given the product [F:11][C:6]1[CH:7]=[CH:8][CH:9]=[CH:10][C:5]=1[C:3]([N:12]1[CH2:13][CH2:14][N:15]([C:18]([O:20][C:21]([CH3:24])([CH3:23])[CH3:22])=[O:19])[CH2:16][CH2:17]1)([CH3:4])[CH3:1], predict the reactants needed to synthesize it. The reactants are: [C:1]([C:3]([N:12]1[CH2:17][CH2:16][N:15]([C:18]([O:20][C:21]([CH3:24])([CH3:23])[CH3:22])=[O:19])[CH2:14][CH2:13]1)([C:5]1[CH:10]=[CH:9][CH:8]=[CH:7][C:6]=1[F:11])[CH3:4])#N.C[Mg]Br. (8) Given the product [Cl:8][C:6]1[CH:5]=[C:4]([C:9]2([C:31]([F:32])([F:34])[F:33])[O:13][N:12]=[C:11]([C:14]3[S:18][C:17]([C:19]([NH:21][CH2:22][C:23]([OH:25])=[O:24])=[O:20])=[C:16]4[CH2:27][CH2:28][CH2:29][CH2:30][C:15]=34)[CH2:10]2)[CH:3]=[C:2]([Cl:1])[CH:7]=1, predict the reactants needed to synthesize it. The reactants are: [Cl:1][C:2]1[CH:3]=[C:4]([C:9]2([C:31]([F:34])([F:33])[F:32])[O:13][N:12]=[C:11]([C:14]3[S:18][C:17]([C:19]([NH:21][CH2:22][C:23]([O:25]C)=[O:24])=[O:20])=[C:16]4[CH2:27][CH2:28][CH2:29][CH2:30][C:15]=34)[CH2:10]2)[CH:5]=[C:6]([Cl:8])[CH:7]=1.O[Li].O. (9) Given the product [CH3:22][O:21][C:18]1[CH:19]=[CH:20][C:15]([C:4]2[CH:5]=[C:6]([C:7]3[CH:8]=[CH:9][C:10]([O:13][CH3:14])=[CH:11][CH:12]=3)[N:2]([O:1][C:25](=[O:26])[N:24]([CH3:23])[C:28]3[CH:33]=[CH:32][CH:31]=[CH:30][CH:29]=3)[N:3]=2)=[CH:16][CH:17]=1, predict the reactants needed to synthesize it. The reactants are: [OH:1][N:2]1[C:6]([C:7]2[CH:12]=[CH:11][C:10]([O:13][CH3:14])=[CH:9][CH:8]=2)=[CH:5][C:4]([C:15]2[CH:20]=[CH:19][C:18]([O:21][CH3:22])=[CH:17][CH:16]=2)=[N:3]1.[CH3:23][N:24]([C:28]1[CH:33]=[CH:32][CH:31]=[CH:30][CH:29]=1)[C:25](Cl)=[O:26]. (10) Given the product [NH2:8][C:11]1[CH:16]=[CH:15][C:14]([CH:2]2[CH2:7][CH2:6][CH2:5][CH2:4][N:3]2[C:59]([O:58][C:55]([CH3:57])([CH3:56])[CH3:54])=[O:60])=[CH:13][CH:12]=1, predict the reactants needed to synthesize it. The reactants are: Cl[C:2]1[CH:7]=[CH:6][CH:5]=[CH:4][N:3]=1.[N+:8]([C:11]1[CH:16]=[CH:15][C:14](B(O)O)=[CH:13][CH:12]=1)([O-])=O.C([O-])([O-])=O.[Cs+].[Cs+].C1(P(C2C=CC=CC=2)C2C=CC=CC=2)C=CC=CC=1.[H][H].C(N(CC)CC)C.[CH3:54][C:55]([O:58][C:59](O[C:59]([O:58][C:55]([CH3:57])([CH3:56])[CH3:54])=[O:60])=[O:60])([CH3:57])[CH3:56].